From a dataset of Forward reaction prediction with 1.9M reactions from USPTO patents (1976-2016). Predict the product of the given reaction. (1) Given the reactants [CH3:1][CH:2]([CH3:13])[CH2:3][CH:4]([C:10](=[S:12])[NH2:11])[C:5]([O:7][CH2:8][CH3:9])=[O:6].Br[CH2:15][C:16]([C:18]1[CH:23]=[CH:22][CH:21]=[CH:20][CH:19]=1)=O, predict the reaction product. The product is: [CH3:13][CH:2]([CH3:1])[CH2:3][CH:4]([C:10]1[S:12][CH:15]=[C:16]([C:18]2[CH:23]=[CH:22][CH:21]=[CH:20][CH:19]=2)[N:11]=1)[C:5]([O:7][CH2:8][CH3:9])=[O:6]. (2) Given the reactants [CH2:1]([NH:9][C:10]([NH2:12])=[S:11])[CH2:2][C:3]1[CH:8]=[CH:7][CH:6]=[CH:5][CH:4]=1.Br[CH2:14][C:15](=O)[C:16]([OH:18])=[O:17], predict the reaction product. The product is: [CH2:1]([NH:9][C:10]1[S:11][CH:14]=[C:15]([C:16]([OH:18])=[O:17])[N:12]=1)[CH2:2][C:3]1[CH:8]=[CH:7][CH:6]=[CH:5][CH:4]=1. (3) Given the reactants Cl[C:2]1[N:7]=[C:6]([C:8]2[C:9]([C:16]3[CH:21]=[C:20]([CH3:22])[CH:19]=[C:18]([O:23][CH3:24])[CH:17]=3)=[N:10][N:11]([CH2:13][C:14]#[N:15])[CH:12]=2)[CH:5]=[C:4]([NH:25][CH2:26][C@@H:27]([OH:29])[CH3:28])[N:3]=1.[N:30]1[CH:35]=[CH:34][CH:33]=[C:32](B(O)O)[CH:31]=1.C(=O)([O-])[O-].[K+].[K+], predict the reaction product. The product is: [OH:29][C@@H:27]([CH3:28])[CH2:26][NH:25][C:4]1[N:3]=[C:2]([C:32]2[CH:31]=[N:30][CH:35]=[CH:34][CH:33]=2)[N:7]=[C:6]([C:8]2[C:9]([C:16]3[CH:21]=[C:20]([CH3:22])[CH:19]=[C:18]([O:23][CH3:24])[CH:17]=3)=[N:10][N:11]([CH2:13][C:14]#[N:15])[CH:12]=2)[CH:5]=1.